Dataset: NCI-60 drug combinations with 297,098 pairs across 59 cell lines. Task: Regression. Given two drug SMILES strings and cell line genomic features, predict the synergy score measuring deviation from expected non-interaction effect. (1) Cell line: OVCAR-5. Drug 1: C1=CC(=CC=C1CCCC(=O)O)N(CCCl)CCCl. Synergy scores: CSS=5.58, Synergy_ZIP=-3.49, Synergy_Bliss=-0.933, Synergy_Loewe=-2.58, Synergy_HSA=-1.35. Drug 2: CC1=C(C=C(C=C1)C(=O)NC2=CC(=CC(=C2)C(F)(F)F)N3C=C(N=C3)C)NC4=NC=CC(=N4)C5=CN=CC=C5. (2) Drug 1: CC1=C(C=C(C=C1)C(=O)NC2=CC(=CC(=C2)C(F)(F)F)N3C=C(N=C3)C)NC4=NC=CC(=N4)C5=CN=CC=C5. Drug 2: CC12CCC3C(C1CCC2OP(=O)(O)O)CCC4=C3C=CC(=C4)OC(=O)N(CCCl)CCCl.[Na+]. Cell line: SNB-75. Synergy scores: CSS=1.17, Synergy_ZIP=0.270, Synergy_Bliss=-0.731, Synergy_Loewe=0.903, Synergy_HSA=-1.46. (3) Cell line: SF-268. Synergy scores: CSS=30.9, Synergy_ZIP=2.47, Synergy_Bliss=4.14, Synergy_Loewe=1.63, Synergy_HSA=7.22. Drug 2: CCC1=CC2CC(C3=C(CN(C2)C1)C4=CC=CC=C4N3)(C5=C(C=C6C(=C5)C78CCN9C7C(C=CC9)(C(C(C8N6C)(C(=O)OC)O)OC(=O)C)CC)OC)C(=O)OC.C(C(C(=O)O)O)(C(=O)O)O. Drug 1: C1=CC(=CC=C1CCC2=CNC3=C2C(=O)NC(=N3)N)C(=O)NC(CCC(=O)O)C(=O)O.